Predict the reaction yield, written as a fraction of the theoretical maximum amount of product (1.0 means a 100% yield; for example, 0.34 means a 34% yield). From a dataset of Reaction yield outcomes from USPTO patents with 853,638 reactions. The reactants are [CH3:1][N:2]([CH3:27])[C:3](=[O:26])[CH2:4][C:5]1[CH:10]=[C:9]([CH3:11])[CH:8]=[CH:7][C:6]=1[NH:12][C:13]1[CH:18]=[CH:17][C:16]([CH:19]=[CH2:20])=[C:15]([C:21]([F:24])([F:23])[F:22])[C:14]=1[F:25].C([O-])([O-])=O.[Cs+].[Cs+].C1C=CC(P(C2C=CC=CC=2)CCCP(C2C=CC=CC=2)C2C=CC=CC=2)=CC=1. The catalyst is CC(O)C. The product is [CH3:27][N:2]([CH3:1])[C:3](=[O:26])[CH2:4][C:5]1[CH:10]=[C:9]([CH3:11])[CH:8]=[CH:7][C:6]=1[NH:12][C:13]1[CH:18]=[CH:17][C:16]([CH2:19][CH3:20])=[C:15]([C:21]([F:22])([F:23])[F:24])[C:14]=1[F:25]. The yield is 0.300.